Dataset: Forward reaction prediction with 1.9M reactions from USPTO patents (1976-2016). Task: Predict the product of the given reaction. Given the reactants Br[C:2]1[CH:11]=[CH:10][C:9]2[C:4](=[CH:5][CH:6]=[C:7]([O:12][CH3:13])[CH:8]=2)[C:3]=1[O:14][C:15]1[CH:29]=[CH:28][C:18]([O:19][CH2:20][CH2:21][N:22]2[CH2:27][CH2:26][CH2:25][CH2:24][CH2:23]2)=[CH:17][CH:16]=1.[CH3:30][C:31]1[S:35][C:34](B(O)O)=[CH:33][CH:32]=1.CS(C)(=O)=O, predict the reaction product. The product is: [CH3:13][O:12][C:7]1[CH:8]=[C:9]2[C:4](=[CH:5][CH:6]=1)[C:3]([O:14][C:15]1[CH:29]=[CH:28][C:18]([O:19][CH2:20][CH2:21][N:22]3[CH2:23][CH2:24][CH2:25][CH2:26][CH2:27]3)=[CH:17][CH:16]=1)=[C:2]([C:34]1[S:35][C:31]([CH3:30])=[CH:32][CH:33]=1)[CH:11]=[CH:10]2.